This data is from Reaction yield outcomes from USPTO patents with 853,638 reactions. The task is: Predict the reaction yield, written as a fraction of the theoretical maximum amount of product (1.0 means a 100% yield; for example, 0.34 means a 34% yield). (1) The reactants are [F:1][C:2]1[CH:3]=[CH:4][C:5]([C:8]2[C:12]([CH2:13][O:14][C:15]3[CH:23]=[CH:22][C:18]([C:19]([OH:21])=O)=[CH:17][N:16]=3)=[C:11]([CH3:24])[O:10][N:9]=2)=[N:6][CH:7]=1.ClC1C=C(C2C(CO[C:39]3[CH:47]=[CH:46][C:42]([C:43](O)=[O:44])=CN=3)=C(C)ON=2)C=CC=1.[NH2:49]C1CCOCC1. No catalyst specified. The product is [F:1][C:2]1[CH:3]=[CH:4][C:5]([C:8]2[C:12]([CH2:13][O:14][C:15]3[CH:23]=[CH:22][C:18]([C:19]([NH2:49])=[O:21])=[C:17]([CH:46]4[CH2:47][CH2:39][O:44][CH2:43][CH2:42]4)[N:16]=3)=[C:11]([CH3:24])[O:10][N:9]=2)=[N:6][CH:7]=1. The yield is 0.850. (2) The reactants are [CH3:1][N:2]1[CH2:7][CH2:6][C:5]2([C:15]3[C:10](=[CH:11][CH:12]=[CH:13][CH:14]=3)[NH:9][C:8]2=[O:16])[CH2:4][CH2:3]1.C1C(=O)N([Br:24])C(=O)C1. The catalyst is CC#N.CO.C(OCC)(=O)C. The yield is 0.470. The product is [Br:24][C:13]1[CH:14]=[C:15]2[C:5]3([CH2:6][CH2:7][N:2]([CH3:1])[CH2:3][CH2:4]3)[C:8](=[O:16])[NH:9][C:10]2=[CH:11][CH:12]=1. (3) The reactants are [NH2:1][C:2]1[C:7]2[C:8](=[O:32])[N:9]([C:13]3[CH:18]=[C:17]([CH3:19])[C:16]([C:20]4[C:21](C)=[N:22][N:23]([CH2:25][C:26]([F:29])([F:28])[CH3:27])[CH:24]=4)=[C:15]([CH3:31])[CH:14]=3)CCO[C:6]=2[N:5]=[CH:4][N:3]=1.B1(B2OC(C)(C)C(C)(C)O2)OC(C)(C)[C:35](C)(C)O1.[CH3:51][C:52]([O-:54])=O.[K+]. The catalyst is O1CCOCC1.C1C=CC(P(C2C=CC=CC=2)[C-]2C=CC=C2)=CC=1.C1C=CC(P(C2C=CC=CC=2)[C-]2C=CC=C2)=CC=1.Cl[Pd]Cl.[Fe+2]. The product is [NH2:1][C:2]1[C:7]2[C:8](=[O:32])[N:9]([C:13]3[CH:18]=[C:17]([CH3:19])[C:16]([C:20]4[CH:21]=[N:22][N:23]([CH2:25][C:26]([F:29])([F:28])[CH3:27])[C:24]=4[CH3:35])=[C:15]([CH3:31])[CH:14]=3)[CH2:51][CH2:52][O:54][C:6]=2[N:5]=[CH:4][N:3]=1. The yield is 1.00. (4) The reactants are Cl[C:2]1[C:11]2[C:6](=[CH:7][C:8]([O:14][CH3:15])=[C:9]([O:12][CH3:13])[CH:10]=2)[N:5]=[CH:4][N:3]=1.[OH:16][CH:17]1[CH2:22][CH2:21][NH:20][CH2:19][CH2:18]1. The catalyst is CC(O)C. The product is [CH3:13][O:12][C:9]1[CH:10]=[C:11]2[C:6](=[CH:7][C:8]=1[O:14][CH3:15])[N:5]=[CH:4][N:3]=[C:2]2[N:20]1[CH2:21][CH2:22][CH:17]([OH:16])[CH2:18][CH2:19]1. The yield is 0.482.